Regression. Given a peptide amino acid sequence and an MHC pseudo amino acid sequence, predict their binding affinity value. This is MHC class II binding data. From a dataset of Peptide-MHC class II binding affinity with 134,281 pairs from IEDB. (1) The peptide sequence is PISVTAPPPQLPRPP. The MHC is DRB5_0101 with pseudo-sequence DRB5_0101. The binding affinity (normalized) is 0.128. (2) The peptide sequence is LVVRMYLSSQAIRLV. The MHC is HLA-DPA10301-DPB10402 with pseudo-sequence HLA-DPA10301-DPB10402. The binding affinity (normalized) is 0.369. (3) The binding affinity (normalized) is 0. The peptide sequence is CSGEPVVVHITDDNE. The MHC is DRB1_1101 with pseudo-sequence DRB1_1101. (4) The peptide sequence is EAGKESCFCYFDCSK. The binding affinity (normalized) is 0.223. The MHC is HLA-DPA10103-DPB10401 with pseudo-sequence HLA-DPA10103-DPB10401. (5) The peptide sequence is NMEVRGGMVAPLYGV. The MHC is HLA-DQA10201-DQB10402 with pseudo-sequence HLA-DQA10201-DQB10402. The binding affinity (normalized) is 0.443. (6) The peptide sequence is DINVGFKAAVAAAAG. The MHC is HLA-DPA10201-DPB10501 with pseudo-sequence HLA-DPA10201-DPB10501. The binding affinity (normalized) is 0.438.